The task is: Predict the reaction yield, written as a fraction of the theoretical maximum amount of product (1.0 means a 100% yield; for example, 0.34 means a 34% yield).. This data is from Reaction yield outcomes from USPTO patents with 853,638 reactions. (1) The reactants are B.CSC.[NH:5]1[CH2:10][CH2:9][S:8][CH2:7][C:6]1=O.[C:23]([O:22][C:20](O[C:20]([O:22][C:23]([CH3:26])([CH3:25])[CH3:24])=[O:21])=[O:21])([CH3:26])([CH3:25])[CH3:24].[Li+].[OH-:28].[CH2:29]1[CH2:33][O:32]CC1. The yield is 0.810. The product is [C:20]([N:5]1[CH2:10][CH2:9][S:8][CH:7]([CH2:29][C:33]([OH:28])=[O:32])[CH2:6]1)([O:22][C:23]([CH3:24])([CH3:25])[CH3:26])=[O:21]. The catalyst is O1CCOCC1.O.C(O)C. (2) The reactants are [NH2:1][C:2]1[N:7]=[C:6]([NH2:8])[C:5]([O:9][C:10]2[C:15]([CH:16]([CH3:18])[CH3:17])=[CH:14][C:13]([OH:19])=[C:12]([I:20])[CH:11]=2)=[CH:4][N:3]=1.C(=O)([O-])[O-].[K+].[K+].[CH2:27](Cl)[C:28]#[CH:29]. The catalyst is CN(C)C=O. The product is [I:20][C:12]1[C:13]([O:19][CH2:29][C:28]#[CH:27])=[CH:14][C:15]([CH:16]([CH3:18])[CH3:17])=[C:10]([CH:11]=1)[O:9][C:5]1[C:6]([NH2:8])=[N:7][C:2]([NH2:1])=[N:3][CH:4]=1. The yield is 0.710. (3) The yield is 0.320. The product is [Br:15][C:10]1[CH:9]=[CH:8][C:7]2[N:6]([CH2:20][CH:19]([OH:21])[C:18]([O:23][CH3:24])=[O:22])[C:5]3[C:13]([C:12]=2[CH:11]=1)=[CH:14][C:2]([Br:1])=[CH:3][CH:4]=3. The catalyst is CN(C=O)C. The reactants are [Br:1][C:2]1[CH:3]=[CH:4][C:5]2[NH:6][C:7]3[C:12]([C:13]=2[CH:14]=1)=[CH:11][C:10]([Br:15])=[CH:9][CH:8]=3.[H-].[Na+].[C:18]([O:23][CH3:24])(=[O:22])[CH:19]1[O:21][CH2:20]1. (4) The reactants are C([O:8][C:9]1[CH:14]=[CH:13][C:12]([C:15]2[C:16](=[O:29])[N:17]([CH3:28])[C:18]([NH:21][C:22]3[CH:27]=[CH:26][CH:25]=[CH:24][CH:23]=3)=[N:19][CH:20]=2)=[CH:11][C:10]=1[F:30])C1C=CC=CC=1. The catalyst is C(O)(C(F)(F)F)=O. The product is [F:30][C:10]1[CH:11]=[C:12]([C:15]2[C:16](=[O:29])[N:17]([CH3:28])[C:18]([NH:21][C:22]3[CH:27]=[CH:26][CH:25]=[CH:24][CH:23]=3)=[N:19][CH:20]=2)[CH:13]=[CH:14][C:9]=1[OH:8]. The yield is 1.00. (5) The reactants are Br[CH2:2][C:3]1[C:4]([C:27]2[CH:32]=[CH:31][CH:30]=[CH:29][CH:28]=2)=[N:5][C:6]2[C:11]([C:12]=1[C:13]([NH:15][N:16]([C:21]1[CH:26]=[CH:25][CH:24]=[CH:23][CH:22]=1)[C:17]([O:19][CH3:20])=[O:18])=[O:14])=[CH:10][CH:9]=[CH:8][CH:7]=2.[N:33]1[NH:34][C:35](=[O:42])[N:36]2[CH2:41][CH2:40]N[CH2:38][C:37]=12.[CH2:43](N(CC)CC)C.C([O-])(O)=O.[Na+]. The catalyst is C1COCC1.O.CCOC(C)=O. The product is [O:42]=[C:35]1[N:36]2[CH2:41][CH2:40][CH:43]([CH2:2][C:3]3[C:4]([C:27]4[CH:32]=[CH:31][CH:30]=[CH:29][CH:28]=4)=[N:5][C:6]4[C:11]([C:12]=3[C:13]([NH:15][N:16]([C:21]3[CH:26]=[CH:25][CH:24]=[CH:23][CH:22]=3)[C:17]([O:19][CH3:20])=[O:18])=[O:14])=[CH:10][CH:9]=[CH:8][CH:7]=4)[CH2:38][C:37]2=[N:33][NH:34]1. The yield is 0.440. (6) The reactants are C([O:8][N:9]1[C:15](=[O:16])[N:14]2[CH2:17][C@H:10]1[CH2:11][CH2:12][C@H:13]2[C:18]1[CH:22]=[CH:21][O:20][N:19]=1)C1C=CC=CC=1. The catalyst is C1COCC1.[Pd]. The product is [OH:8][N:9]1[C:15](=[O:16])[N:14]2[CH2:17][C@H:10]1[CH2:11][CH2:12][C@H:13]2[C:18]1[CH:22]=[CH:21][O:20][N:19]=1. The yield is 0.980. (7) The product is [C:21]([O:25][C:26]1[C:27]([CH2:32][N:2]2[CH2:3][CH2:4][CH:5]([C:8](=[O:20])[CH2:9][C:10]3[CH:15]=[CH:14][CH:13]=[CH:12][C:11]=3[C:16]([F:18])([F:19])[F:17])[CH2:6][CH2:7]2)=[N:28][CH:29]=[CH:30][N:31]=1)([CH3:24])([CH3:23])[CH3:22]. The reactants are Cl.[NH:2]1[CH2:7][CH2:6][CH:5]([C:8](=[O:20])[CH2:9][C:10]2[CH:15]=[CH:14][CH:13]=[CH:12][C:11]=2[C:16]([F:19])([F:18])[F:17])[CH2:4][CH2:3]1.[C:21]([O:25][C:26]1[C:27]([CH:32]=O)=[N:28][CH:29]=[CH:30][N:31]=1)([CH3:24])([CH3:23])[CH3:22].C(O[BH-](OC(=O)C)OC(=O)C)(=O)C.[Na+].[OH-].[Na+]. The yield is 0.880. The catalyst is ClCCl.C(OCC)(=O)C. (8) The reactants are Cl[CH2:2][O:3][C:4]([O:6][CH:7]([CH2:24][O:25][C:26](=[O:39])[C@H:27]([CH:36]([CH3:38])[CH3:37])[NH:28][C:29]([O:31][C:32]([CH3:35])([CH3:34])[CH3:33])=[O:30])[CH2:8][O:9][C:10](=[O:23])[C@H:11]([CH:20]([CH3:22])[CH3:21])[NH:12][C:13]([O:15][C:16]([CH3:19])([CH3:18])[CH3:17])=[O:14])=[O:5].[Na+].[I-:41]. No catalyst specified. The product is [I:41][CH2:2][O:3][C:4]([O:6][CH:7]([CH2:24][O:25][C:26](=[O:39])[C@H:27]([CH:36]([CH3:38])[CH3:37])[NH:28][C:29]([O:31][C:32]([CH3:35])([CH3:34])[CH3:33])=[O:30])[CH2:8][O:9][C:10](=[O:23])[C@H:11]([CH:20]([CH3:22])[CH3:21])[NH:12][C:13]([O:15][C:16]([CH3:19])([CH3:18])[CH3:17])=[O:14])=[O:5]. The yield is 0.920. (9) The reactants are [CH:1]1[N:9]2[C:4]([C:5]3([CH2:18][CH2:17][N:16]([C:19]([O:21][C:22]([CH3:25])([CH3:24])[CH3:23])=[O:20])[CH2:15][CH2:14]3)[O:6][C:7]3[CH:13]=[CH:12][CH:11]=[CH:10][C:8]=32)=[CH:3][CH:2]=1.[F:26][C:27]([F:42])([F:41])[S+]1C2C=CC=CC=2C2C=CC=CC1=2.[F:26][C:27]([F:42])([F:41])S([O-])(=O)=O.C([O-])([O-])=O.[K+].[K+]. The catalyst is CN(C)C=O. The product is [F:26][C:27]([F:42])([F:41])[C:1]1[N:9]2[C:8]3[CH:10]=[CH:11][CH:12]=[CH:13][C:7]=3[O:6][C:5]3([CH2:18][CH2:17][N:16]([C:19]([O:21][C:22]([CH3:25])([CH3:24])[CH3:23])=[O:20])[CH2:15][CH2:14]3)[C:4]2=[CH:3][CH:2]=1. The yield is 0.480. (10) The reactants are [CH2:1]([C:5]1[CH:10]=[CH:9][C:8]([C:11]#[C:12][C:13]2[CH:39]=[CH:38][C:16]([CH2:17][N:18]([CH2:32][CH2:33][CH2:34][CH2:35][CH2:36][CH3:37])[C:19]3[CH:20]=[CH:21][C:22]4[C:27](=[O:28])[O:26]C(C)(C)[O:24][C:23]=4[CH:31]=3)=[CH:15][CH:14]=2)=[CH:7][CH:6]=1)[CH2:2][CH2:3][CH3:4].O.[OH-].[Li+]. The catalyst is C1COCC1.O.CCOCC. The product is [CH2:1]([C:5]1[CH:6]=[CH:7][C:8]([C:11]#[C:12][C:13]2[CH:39]=[CH:38][C:16]([CH2:17][N:18]([CH2:32][CH2:33][CH2:34][CH2:35][CH2:36][CH3:37])[C:19]3[CH:20]=[CH:21][C:22]([C:27]([OH:28])=[O:26])=[C:23]([OH:24])[CH:31]=3)=[CH:15][CH:14]=2)=[CH:9][CH:10]=1)[CH2:2][CH2:3][CH3:4]. The yield is 0.780.